Dataset: Peptide-MHC class I binding affinity with 185,985 pairs from IEDB/IMGT. Task: Regression. Given a peptide amino acid sequence and an MHC pseudo amino acid sequence, predict their binding affinity value. This is MHC class I binding data. (1) The peptide sequence is CRAPRKKGC. The MHC is HLA-B08:01 with pseudo-sequence HLA-B08:01. The binding affinity (normalized) is 0.0291. (2) The peptide sequence is FHLRSRFAF. The MHC is HLA-A03:01 with pseudo-sequence HLA-A03:01. The binding affinity (normalized) is 0.0847. (3) The peptide sequence is FVNFVKDMI. The MHC is HLA-A02:01 with pseudo-sequence HLA-A02:01. The binding affinity (normalized) is 0.230. (4) The peptide sequence is FLAFLLFLVL. The MHC is HLA-A68:02 with pseudo-sequence HLA-A68:02. The binding affinity (normalized) is 0.238. (5) The peptide sequence is RIQENHGFI. The MHC is HLA-A29:02 with pseudo-sequence HLA-A29:02. The binding affinity (normalized) is 0.0847. (6) The peptide sequence is TLALEVARQK. The MHC is HLA-A68:01 with pseudo-sequence HLA-A68:01. The binding affinity (normalized) is 0.121.